From a dataset of Reaction yield outcomes from USPTO patents with 853,638 reactions. Predict the reaction yield, written as a fraction of the theoretical maximum amount of product (1.0 means a 100% yield; for example, 0.34 means a 34% yield). (1) The reactants are [CH:1]1([C:5]2[O:9][N:8]=[C:7]([CH2:10][O:11][C:12]3[C:17]([CH3:18])=[CH:16][CH:15]=[CH:14][C:13]=3[CH3:19])[C:6]=2[C:20](OCC)=[O:21])[CH2:4][CH2:3][CH2:2]1.[H-].C([Al+]CC(C)C)C(C)C.C1(C)C=CC=CC=1.[C@H](O)(C([O-])=O)[C@@H](O)C([O-])=O.[Na+].[K+]. The catalyst is C(OCC)(=O)C. The product is [CH:1]1([C:5]2[O:9][N:8]=[C:7]([CH2:10][O:11][C:12]3[C:13]([CH3:19])=[CH:14][CH:15]=[CH:16][C:17]=3[CH3:18])[C:6]=2[CH2:20][OH:21])[CH2:2][CH2:3][CH2:4]1. The yield is 1.00. (2) The reactants are C([Li])CCC.C(NC(C)C)(C)C.C([N-]C(C)C)(C)C.[Li+].[O:21]=[C:22]1[CH2:29][CH:28]2[CH2:30][CH:24]([CH2:25][N:26]([C:31]([O:33][CH2:34][CH3:35])=[O:32])[CH2:27]2)[CH2:23]1.[F:36][C:37]([F:57])([F:56])[S:38](N(C1C=CC(Cl)=CN=1)[S:38]([C:37]([F:57])([F:56])[F:36])(=[O:40])=[O:39])(=[O:40])=[O:39]. The catalyst is C1COCC1. The product is [F:36][C:37]([F:57])([F:56])[S:38]([O:21][C:22]1[CH2:23][CH:24]2[CH2:30][CH:28]([CH2:27][N:26]([C:31]([O:33][CH2:34][CH3:35])=[O:32])[CH2:25]2)[CH:29]=1)(=[O:40])=[O:39]. The yield is 0.697. (3) The reactants are [NH2:1][C:2]1[N:7]=[C:6]([OH:8])[CH:5]=[C:4]([NH2:9])[N:3]=1.C(O)(=O)C.[N:14]([O-])=[O:15].[Na+]. The catalyst is O. The product is [NH2:1][C:2]1[N:7]=[C:6]([OH:8])[C:5]([N:14]=[O:15])=[C:4]([NH2:9])[N:3]=1. The yield is 0.970.